From a dataset of Full USPTO retrosynthesis dataset with 1.9M reactions from patents (1976-2016). Predict the reactants needed to synthesize the given product. (1) The reactants are: [NH2:1][C@H:2]([C:8]([OH:10])=[O:9])[CH2:3][CH2:4][C:5](O)=[O:6].[NH2:11][C@H:12]([C:17]([OH:19])=[O:18])[CH2:13][C:14]([OH:16])=[O:15]. Given the product [NH2:11][C@H:12]([C:17]([OH:19])=[O:18])[CH2:13][C:14]([OH:16])=[O:15].[NH:1]1[C:5](=[O:6])[CH2:4][CH2:3][C@H:2]1[C:8]([OH:10])=[O:9], predict the reactants needed to synthesize it. (2) The reactants are: [CH2:1]([NH2:8])[C:2]1[CH:7]=[CH:6][CH:5]=[CH:4][CH:3]=1.[CH3:9][C:10]1[CH:15]=[CH:14][C:13]([CH:16]([CH:20]2[CH2:25][CH2:24][O:23][CH2:22][CH2:21]2)[C:17](O)=[O:18])=[CH:12][CH:11]=1.Cl.C(N=C=NCCCN(C)C)C.ON1C2C=CC=CC=2N=N1. Given the product [CH2:1]([NH:8][C:17](=[O:18])[CH:16]([C:13]1[CH:12]=[CH:11][C:10]([CH3:9])=[CH:15][CH:14]=1)[CH:20]1[CH2:25][CH2:24][O:23][CH2:22][CH2:21]1)[C:2]1[CH:7]=[CH:6][CH:5]=[CH:4][CH:3]=1, predict the reactants needed to synthesize it. (3) Given the product [CH3:3][N:11]([CH:16]=[C:13]1[C:14](=[O:17])[CH2:15][CH2:16][N:11]([C:3]2[CH:4]=[C:5]([N+:8]([O-:10])=[O:9])[CH:6]=[CH:7][C:2]=2[CH3:1])[C:12]1=[O:18])[CH3:12], predict the reactants needed to synthesize it. The reactants are: [CH3:1][C:2]1[CH:7]=[CH:6][C:5]([N+:8]([O-:10])=[O:9])=[CH:4][C:3]=1[N:11]1[CH2:16][CH2:15][C:14](=[O:17])[CH2:13][C:12]1=[O:18]. (4) Given the product [F:1][C:2]1[CH:9]=[C:8]([F:10])[C:7]([C:11]2[CH:16]=[N:15][CH:14]=[N:13][CH:12]=2)=[CH:6][C:3]=1[CH:4]([OH:5])[CH3:17], predict the reactants needed to synthesize it. The reactants are: [F:1][C:2]1[CH:9]=[C:8]([F:10])[C:7]([C:11]2[CH:12]=[N:13][CH:14]=[N:15][CH:16]=2)=[CH:6][C:3]=1[CH:4]=[O:5].[CH3:17][Mg+].[Br-].[Cl-].[NH4+].